This data is from Cav3 T-type calcium channel HTS with 100,875 compounds. The task is: Binary Classification. Given a drug SMILES string, predict its activity (active/inactive) in a high-throughput screening assay against a specified biological target. The compound is O(CCCCN1CCCC1)c1ccc(OCC)cc1. The result is 0 (inactive).